This data is from Full USPTO retrosynthesis dataset with 1.9M reactions from patents (1976-2016). The task is: Predict the reactants needed to synthesize the given product. (1) Given the product [Cl:1][C:2]1[N:3]([CH2:10][CH2:11][CH:12]([OH:13])[CH2:14][O:36][C:33]2[CH:32]=[CH:31][C:30]([N:27]3[CH2:26][CH2:25][CH:24]([N:22]([C:19]4[CH:20]=[CH:21][C:16]([Cl:15])=[CH:17][CH:18]=4)[CH3:23])[CH2:29][CH2:28]3)=[CH:35][CH:34]=2)[CH:4]=[C:5]([N+:7]([O-:9])=[O:8])[N:6]=1, predict the reactants needed to synthesize it. The reactants are: [Cl:1][C:2]1[N:3]([CH2:10][CH2:11][CH:12]2[CH2:14][O:13]2)[CH:4]=[C:5]([N+:7]([O-:9])=[O:8])[N:6]=1.[Cl:15][C:16]1[CH:21]=[CH:20][C:19]([N:22]([CH:24]2[CH2:29][CH2:28][N:27]([C:30]3[CH:35]=[CH:34][C:33]([OH:36])=[CH:32][CH:31]=3)[CH2:26][CH2:25]2)[CH3:23])=[CH:18][CH:17]=1.P([O-])([O-])([O-])=O.[K+].[K+].[K+]. (2) Given the product [Cl:4][C:5]1[CH:10]=[CH:9][C:8]([S:11]([N:14]2[CH:19]3[CH2:20][CH2:21][CH2:22][CH:15]2[C:16]2[CH:24]=[N:3][O:23][C:17]=2[CH2:18]3)(=[O:13])=[O:12])=[CH:7][CH:6]=1, predict the reactants needed to synthesize it. The reactants are: Cl.O[NH2:3].[Cl:4][C:5]1[CH:10]=[CH:9][C:8]([S:11]([N:14]2[CH:19]3[CH2:20][CH2:21][CH2:22][CH:15]2[C:16](=[CH:24]O)[C:17](=[O:23])[CH2:18]3)(=[O:13])=[O:12])=[CH:7][CH:6]=1.